From a dataset of Full USPTO retrosynthesis dataset with 1.9M reactions from patents (1976-2016). Predict the reactants needed to synthesize the given product. Given the product [CH2:24]([N:23]([CH2:16][C:17]1[CH:22]=[CH:21][CH:20]=[CH:19][CH:18]=1)[C:13]([C:9]1[CH:10]=[N:11][O:12][C:8]=1[C:5]1[CH:4]=[CH:3][C:2]([CH3:1])=[CH:7][CH:6]=1)=[O:15])[C:25]1[CH:30]=[CH:29][CH:28]=[CH:27][CH:26]=1, predict the reactants needed to synthesize it. The reactants are: [CH3:1][C:2]1[CH:7]=[CH:6][C:5]([C:8]2[O:12][N:11]=[CH:10][C:9]=2[C:13]([OH:15])=O)=[CH:4][CH:3]=1.[CH2:16]([NH:23][CH2:24][C:25]1[CH:30]=[CH:29][CH:28]=[CH:27][CH:26]=1)[C:17]1[CH:22]=[CH:21][CH:20]=[CH:19][CH:18]=1.